Dataset: Retrosynthesis with 50K atom-mapped reactions and 10 reaction types from USPTO. Task: Predict the reactants needed to synthesize the given product. (1) Given the product COC(=O)CCCCCCCCCCCCCCO, predict the reactants needed to synthesize it. The reactants are: COC(=O)CCCCCCCCCCCCCC(=O)OC. (2) Given the product CCCCc1ccc(OC(C)CCOc2ccc(CCC(=O)OC)c(C)c2)c(C(=O)c2ccccc2)c1, predict the reactants needed to synthesize it. The reactants are: CCCCB(O)O.COC(=O)CCc1ccc(OCCC(C)Oc2ccc(Br)cc2C(=O)c2ccccc2)cc1C. (3) Given the product COc1cc(Br)c(F)cc1Oc1cccc(F)n1, predict the reactants needed to synthesize it. The reactants are: COc1cc(Br)c(F)cc1O.Fc1cccc(F)n1. (4) Given the product CC(C)(C)OC(=O)Nc1ccc2ncccc2c1Br, predict the reactants needed to synthesize it. The reactants are: CC(C)(C)OC(=O)OC(=O)OC(C)(C)C.Nc1ccc2ncccc2c1Br. (5) The reactants are: CCC(=O)OC(=O)CC.NCCC1CCc2ccn3nccc3c21. Given the product CCC(=O)NCCC1CCc2ccn3nccc3c21, predict the reactants needed to synthesize it. (6) Given the product Cc1cc([C@@H](C)NC(=O)c2ccc3nc(C(F)(F)F)cc(NC4CCCCC4)c3c2)c(F)cc1NS(C)(=O)=O, predict the reactants needed to synthesize it. The reactants are: Cc1cc([C@@H](C)N)c(F)cc1NS(C)(=O)=O.O=C(O)c1ccc2nc(C(F)(F)F)cc(NC3CCCCC3)c2c1.